Dataset: Retrosynthesis with 50K atom-mapped reactions and 10 reaction types from USPTO. Task: Predict the reactants needed to synthesize the given product. (1) Given the product O=C(Nc1ccc(CCc2cn(C(c3ccccc3)(c3ccccc3)c3ccccc3)cn2)cc1)c1ccccc1-c1ccc(C(F)(F)F)cc1, predict the reactants needed to synthesize it. The reactants are: Nc1ccc(CCc2cn(C(c3ccccc3)(c3ccccc3)c3ccccc3)cn2)cc1.O=C(O)c1ccccc1-c1ccc(C(F)(F)F)cc1. (2) Given the product CO[C@@H]1[C@H](O)[C@@H](CO)O[C@H]1n1ccc(=O)[nH]c1=O, predict the reactants needed to synthesize it. The reactants are: CI.O=c1ccn([C@@H]2O[C@H](CO)[C@@H](O)[C@H]2O)c(=O)[nH]1. (3) Given the product CCCOc1ccc(S(=O)(=O)N[C@H](Cc2ccccc2)C(=O)NO)cc1, predict the reactants needed to synthesize it. The reactants are: CCCOc1ccc(S(=O)(=O)Cl)cc1.N[C@H](Cc1ccccc1)C(=O)NO. (4) The reactants are: CCCCOc1nc(N)c2nc(OC)n(Cc3ccc(OCCCCCl)cc3)c2n1.CCOC(=O)C1CCNCC1. Given the product CCCCOc1nc(N)c2nc(OC)n(Cc3ccc(OCCCCN4CCC(C(=O)OCC)CC4)cc3)c2n1, predict the reactants needed to synthesize it.